This data is from Reaction yield outcomes from USPTO patents with 853,638 reactions. The task is: Predict the reaction yield, written as a fraction of the theoretical maximum amount of product (1.0 means a 100% yield; for example, 0.34 means a 34% yield). (1) The reactants are [OH:1][C:2]1[CH:7]=[CH:6][C:5]([C:8](=[C:24]2[CH2:29][CH2:28][O:27][CH2:26][CH2:25]2)[C:9]2[CH:14]=[CH:13][C:12](/[CH:15]=[CH:16]/[C:17]([O:19]C(C)(C)C)=[O:18])=[CH:11][CH:10]=2)=[CH:4][CH:3]=1. The catalyst is C(Cl)Cl.C(O)(C(F)(F)F)=O. The product is [OH:1][C:2]1[CH:3]=[CH:4][C:5]([C:8](=[C:24]2[CH2:25][CH2:26][O:27][CH2:28][CH2:29]2)[C:9]2[CH:14]=[CH:13][C:12](/[CH:15]=[CH:16]/[C:17]([OH:19])=[O:18])=[CH:11][CH:10]=2)=[CH:6][CH:7]=1. The yield is 0.330. (2) The reactants are [O:1]1[C:9]2[CH2:8][CH2:7][NH:6][CH2:5][C:4]=2[CH:3]=[CH:2]1.[CH2:10]([O:12][C:13](=[O:31])[C:14]([CH3:30])([CH3:29])[CH2:15][CH2:16][CH2:17][CH2:18][CH2:19][CH:20](Br)[C:21]1[CH:26]=[CH:25][CH:24]=[CH:23][C:22]=1[Cl:27])[CH3:11].C(=O)([O-])[O-].[K+].[K+]. The catalyst is CN(C=O)C. The product is [CH2:10]([O:12][C:13](=[O:31])[C:14]([CH3:30])([CH3:29])[CH2:15][CH2:16][CH2:17][CH2:18][CH2:19][CH:20]([C:21]1[CH:26]=[CH:25][CH:24]=[CH:23][C:22]=1[Cl:27])[N:6]1[CH2:7][CH2:8][C:9]2[O:1][CH:2]=[CH:3][C:4]=2[CH2:5]1)[CH3:11]. The yield is 0.303. (3) The reactants are [F:1][C:2]1[CH:3]=[C:4]([C@H:8]2[CH2:12][CH2:11][CH2:10][N:9]2[C:13]2[CH:18]=[CH:17][N:16]3[N:19]=[CH:20][C:21]([NH2:22])=[C:15]3[N:14]=2)[CH:5]=[CH:6][CH:7]=1.[CH3:23][C:24]1[N:25]=[CH:26][C:27]([C:30](O)=[O:31])=[N:28][CH:29]=1.CN(C(ON1N=NC2C=CC=NC1=2)=[N+](C)C)C.F[P-](F)(F)(F)(F)F.CCN(C(C)C)C(C)C. The catalyst is CCOCC.CN(C=O)C. The product is [F:1][C:2]1[CH:3]=[C:4]([C@H:8]2[CH2:12][CH2:11][CH2:10][N:9]2[C:13]2[CH:18]=[CH:17][N:16]3[N:19]=[CH:20][C:21]([NH:22][C:30]([C:27]4[CH:26]=[N:25][C:24]([CH3:23])=[CH:29][N:28]=4)=[O:31])=[C:15]3[N:14]=2)[CH:5]=[CH:6][CH:7]=1. The yield is 0.630. (4) The reactants are [CH3:1][O:2][C:3]([CH:5]1[CH:9]([OH:10])[CH2:8][CH2:7][N:6]1[C:11]([O:13][C:14]([CH3:17])([CH3:16])[CH3:15])=[O:12])=[O:4].N1C=CN=C1.[Si:23](Cl)([C:26]([CH3:29])([CH3:28])[CH3:27])([CH3:25])[CH3:24]. The catalyst is C(Cl)Cl.Cl. The product is [CH3:1][O:2][C:3]([CH:5]1[CH:9]([O:10][Si:23]([C:26]([CH3:29])([CH3:28])[CH3:27])([CH3:25])[CH3:24])[CH2:8][CH2:7][N:6]1[C:11]([O:13][C:14]([CH3:17])([CH3:16])[CH3:15])=[O:12])=[O:4]. The yield is 0.990. (5) The reactants are C([O:3][C:4]([C:6]1[S:10][C:9]([O:11][C:12]2[CH:17]=[CH:16][CH:15]=[CH:14][CH:13]=2)=[N:8][CH:7]=1)=O)C.[H-].[Al+3].[Li+].[H-].[H-].[H-].O.[OH-].[Na+]. The catalyst is O1CCCC1. The product is [O:11]([C:9]1[S:10][C:6]([CH2:4][OH:3])=[CH:7][N:8]=1)[C:12]1[CH:13]=[CH:14][CH:15]=[CH:16][CH:17]=1. The yield is 0.850. (6) The reactants are [Br:1][C:2]1[CH:3]=[CH:4][C:5]([F:34])=[C:6]([C@:8]2([CH3:33])[CH:12]([CH2:13][CH2:14][CH2:15][O:16][Si:17]([C:20]([CH3:23])([CH3:22])[CH3:21])([CH3:19])[CH3:18])OS(=O)(=O)[N:9]2[C:26]([O:28][C:29]([CH3:32])([CH3:31])[CH3:30])=[O:27])[CH:7]=1.[C:35]([O-:38])(=[S:37])[CH3:36].[K+]. The catalyst is CN(C=O)C. The product is [C:35](=[O:38])([S:37][CH:12]([C@:8]([C:6]1[CH:7]=[C:2]([Br:1])[CH:3]=[CH:4][C:5]=1[F:34])([CH3:33])[NH:9][C:26](=[O:27])[O:28][C:29]([CH3:32])([CH3:31])[CH3:30])[CH2:13][CH2:14][CH2:15][O:16][Si:17]([CH3:19])([CH3:18])[C:20]([CH3:23])([CH3:22])[CH3:21])[CH3:36]. The yield is 0.667. (7) The catalyst is C1COCC1. The yield is 0.840. The reactants are O[Li].O.O.C[O:6][C:7]([C:9]1[S:13][C:12]2[CH:14]=[C:15]([Br:18])[CH:16]=[CH:17][C:11]=2[CH:10]=1)=[O:8].C(OCC)(=O)C. The product is [Br:18][C:15]1[CH:16]=[CH:17][C:11]2[CH:10]=[C:9]([C:7]([OH:8])=[O:6])[S:13][C:12]=2[CH:14]=1. (8) The reactants are [NH2:1][C:2]1[N:3]([CH3:25])[C:4](=[O:24])[C:5]([C:14]2[CH:19]=[CH:18][C:17]([O:20][CH:21]([F:23])[F:22])=[CH:16][CH:15]=2)([C:7]2[CH:12]=[CH:11][CH:10]=[C:9]([OH:13])[CH:8]=2)[N:6]=1.[CH2:26](O)[CH2:27][CH:28]=[CH2:29].C1C=CC(P(C2C=CC=CC=2)C2C=CC=CC=2)=CC=1.CCOC(/N=N/C(OCC)=O)=O. The catalyst is C1COCC1. The product is [NH2:1][C:2]1[N:3]([CH3:25])[C:4](=[O:24])[C:5]([C:7]2[CH:12]=[CH:11][CH:10]=[C:9]([O:13][CH2:29][CH2:28][CH:27]=[CH2:26])[CH:8]=2)([C:14]2[CH:19]=[CH:18][C:17]([O:20][CH:21]([F:22])[F:23])=[CH:16][CH:15]=2)[N:6]=1. The yield is 0.730.